Dataset: Experimentally validated miRNA-target interactions with 360,000+ pairs, plus equal number of negative samples. Task: Binary Classification. Given a miRNA mature sequence and a target amino acid sequence, predict their likelihood of interaction. (1) The miRNA is rno-miR-23b-3p with sequence AUCACAUUGCCAGGGAUUACC. Result: 0 (no interaction). The protein sequence of the target gene is MQPLSKLMAISKPRNLSLREQREVLRADMSWQQETNPVVETHDSEASRQKFRHFQYLKVSGPHEALSQLWELCLQWLRPEIHTKKQIIELLVLEQFLAILPEEVRTWVNLQHPNNSKDMVTLIEDVIEMLEDEDMPCKDSALQMGSIKEKMKAGSRTGKPQEPVTFKDVVVEFSKEEWGQLDSAVKNLYRNVMLENFRNLNSLRKAHLLSKPFESLKLESKKKRWIMEKEIPRKTIFDMKSISGEESSHGVIMTRLTESGHPSSDAWKGENWLYRNQKKWDINLPQEAFIPETIYTEEED.... (2) The miRNA is mmu-miR-3086-3p with sequence CCCAAUGAGCCUACAGUCUAAG. The protein sequence of the target gene is MSYRRELEKYRDLDEDEILGALTEEELRTLENELDELDPDNALLPAGLRQKDQTTKAPTGPFKREELLDHLEKQAKEFKDREDLVPYTGEKRGKVWVPKQKPLDPVLESVTLEPELEEALANASDAELCDIAAILGMHTLMSNQQYYQALSSSSIMNKEGLNSVIKPTQYKPVPDEEPNSTDVEETLERIKNNDPKLEEVNLNNIRNIPIPTLKAYAEALKENSYVKKFSIVGTRSNDPVAYALAEMLKENKVLKTLNVESNFISGAGILRLVEALPYNTSLVEMKIDNQSQPLGNKVEM.... Result: 0 (no interaction). (3) The miRNA is mmu-miR-7684-3p with sequence UGCUGACUGGGGCUGGCCUGUG. The protein sequence of the target gene is MGNLLSKFRPGCRRRPLPGPGRGAPAPLSRDASPPGRAHSVPTPRPFRGLFRRNARRRPSAASIFVAPKRPCPLPRAAAAPLGVLPAVGWGLAIRKTPMLPARNPPRFGHPSSVRIPPPSRMFTLLLPSPREPAVKARKPIPATLLEETEVWAQEGPRRVKKDEDPVQIEGEDDEKRTPLSSGEASSTSRSQGTQGDVASFRCSPGPLEGNVYHKFSENSMSEKAQASPASSCLEGPAMPSTHSQAGCARHLGKPDPDATAPPEPAVGCSLLQQKLAAEVLNEEPPPSSLGLPIPLMSGK.... Result: 0 (no interaction). (4) The miRNA is hsa-miR-3622b-3p with sequence UCACCUGAGCUCCCGUGCCUG. The protein sequence of the target gene is MAMHNKAAPPQIPDTRRELAELVKRKQELAETLANLERQIYAFEGSYLEDTQMYGNIIRGWDRYLTNQKNSNSKNDRRNRKFKEAERLFSKSSVTSAAAVSALAGVQDQLIEKREPGSGTESDTSPDFHNQENEPSQEDPEDLDGSVQGVKPQKAASSTSSGSHHSSHKKRKNKNRHRIDLKLNKKPRADY. Result: 0 (no interaction). (5) Result: 0 (no interaction). The protein sequence of the target gene is MPKPHSEAGTAFIQTQQLHAAMADTFLEHMCRLDIDSAPITARNTGIICTIGPASRSVEMLKEMIKSGMNVARLNFSHGTHEYHAETIKNVREATESFASDPILYRPVAVALDTKGPEIRTGLIKGSGTAEVELKKGATLKITLDNAYMEKCDENILWLDYKNICKVVEVGSKIYVDDGLISLQVKEKGADFLVTEVENGGSLGSKKGVNLPGAAVDLPAVSEKDIQDLKFGVEQDVDMVFASFIRKAADVHEVRKVLGEKGKNIKIISKIENHEGVRRFDEILEASDGIMVARGDLGIE.... The miRNA is mmu-miR-134-5p with sequence UGUGACUGGUUGACCAGAGGGG. (6) The miRNA is mmu-miR-1190 with sequence UCAGCUGAGGUUCCCCUCUGUC. The protein sequence of the target gene is MLSGERKEGGSPRFGKLHLPVGLWINSPRKQLAKLGRRWPSAASVKSSSSDTGSRSSEPLPPPPPHVELRRVGAVKAAGGASGSRAKRISQLFRGSGTGTTGSSGAGGPGTPGGAQRWASEKKLPELAAGVAPEPPLATRATAPPGVLKIFGAGLASGANYKSVLATARSTARELVAEALERYGLAGSPGGGPGESSCVDAFALCDALGRPAAAGVGSGEWRAEHLRVLGDSERPLLVQELWRARPGWARRFELRGREEARRLEQEAFGAADSEGTGAPSWRPQKNRSRAASGGAALASP.... Result: 0 (no interaction). (7) The miRNA is hsa-miR-3128 with sequence UCUGGCAAGUAAAAAACUCUCAU. The protein sequence of the target gene is MALVPCQVLRMAILLSYCSILCNYKAIEMPSHQTYGGSWKFLTFIDLVIQAVFFGICVLTDLSSLLTRGSGNQEQERQLKKLISLRDWMLAVLAFPVGVFVVAVFWIIYAYDREMIYPKLLDNFIPGWLNHGMHTTVLPFILIEMRTSHHQYPSRSSGLTAICTFSVGYILWVCWVHHVTGMWVYPFLEHIGPGARIIFFGSTTILMNFLYLLGEVLNNYIWDTQKSMEEEKEKPKLE. Result: 0 (no interaction). (8) The miRNA is hsa-miR-7154-5p with sequence UUCAUGAACUGGGUCUAGCUUGG. The protein sequence of the target gene is MASMPPTPEAQGPILFEDLAVYFSQEECVTLHPAQRSLSKDGTKESLEDAALMGEEGKPEINQQLSLESMELDELALEKYPIAAPLVPYPEKSSEDGVGNPEAKILSGTPTYKRRVISLLVTIENHTPLVELSEYLGTNTLSEILDSPWEGAKNVYKCPECDQNFSDHSYLVLHQKIHSGEKKHKCGDCGKIFNHRANLRTHRRIHTGEKPYKCAKCSASFRQHSHLSRHMNSHVKEKPYTCSICGRGFMWLPGLAQHQKSHSAENTYESTNCDKHFNEKPNLALPEETFVSGPQYQHTK.... Result: 0 (no interaction). (9) The miRNA is hsa-miR-6499-5p with sequence UCGGGCGCAAGAGCACUGCAGU. The protein sequence of the target gene is MAPKRKASVQTEGSKKRRQGTEEEDSFRSTAEALRAAPADNRVIRVDPSCPFSRNPGIQVHEDYDCTLNQTNIGNNNNKFYIIQLLEEGSRFFCWNRWGRVGEVGQSKMNHFTCLEDAKKDFKKKFWEKTKNKWEERDRFVAQPNKYTLIEVQGEAESQEAVVKALSPQVYSGPVRTVVKPCSLDPATQNLITNIFSKEMFKNAMTLMNLDVKKMPLGKLTKQQIARGFEALEALEEAMKNPTGDGQSLEELSSCFYTVIPHNFGRSRPPPINSPDVLQAKKDMLLVLADIELAQTLQAA.... Result: 0 (no interaction). (10) The miRNA is hsa-miR-3680-5p with sequence GACUCACUCACAGGAUUGUGCA. The protein sequence of the target gene is MGPLHQFLLLLITALSQALNTTVLQGMAGQSLRVSCTYDALKHWGRRKAWCRQLGEEGPCQRVVSTHGVWLLAFLKKRNGSTVIADDTLAGTVTITLKNLQAGDAGLYQCQSLRGREAEVLQKVLVEVLEDPLDDQDAGDLWVPEESSSFEGAQVEHSTSRNQETSFPPTSILLLLACVLLSKFLAASILWAVARGRQKPGTPVVRGLDCGQDAGHQLQILTGPGGT. Result: 0 (no interaction).